This data is from Catalyst prediction with 721,799 reactions and 888 catalyst types from USPTO. The task is: Predict which catalyst facilitates the given reaction. (1) Reactant: [O:1]=[C:2]([N:22]1[CH2:27][CH2:26][NH:25][CH2:24][CH2:23]1)[CH2:3][O:4][C:5]1[CH:10]=[CH:9][C:8]([C:11]2[O:12][C:13]3[C:18]([C:19](=[O:21])[CH:20]=2)=[CH:17][CH:16]=[CH:15][CH:14]=3)=[CH:7][CH:6]=1.Cl.Cl[CH2:30][C:31]1[CH:36]=[CH:35][N:34]=[CH:33][CH:32]=1.C([O-])([O-])=O.[K+].[K+]. Product: [O:1]=[C:2]([N:22]1[CH2:23][CH2:24][N:25]([CH2:30][C:31]2[CH:36]=[CH:35][N:34]=[CH:33][CH:32]=2)[CH2:26][CH2:27]1)[CH2:3][O:4][C:5]1[CH:10]=[CH:9][C:8]([C:11]2[O:12][C:13]3[C:18]([C:19](=[O:21])[CH:20]=2)=[CH:17][CH:16]=[CH:15][CH:14]=3)=[CH:7][CH:6]=1. The catalyst class is: 11. (2) Reactant: C(O)(C(F)(F)F)=O.[Cl:8][C:9]1[C:14]([NH:15][C:16]2[N:21]=[C:20]([N:22]([CH:32]3[CH2:34][CH2:33]3)CC3C=CC(OC)=CC=3)[C:19]3=[N:35][CH:36]=[C:37]([C:38]#[N:39])[N:18]3[N:17]=2)=[CH:13][C:12]([C:40]#[N:41])=[CH:11][C:10]=1[N:42]1[CH2:50][C@H:49]2[C@H:44]([N:45](C(OC(C)(C)C)=O)[CH2:46][CH2:47][CH2:48]2)[CH2:43]1.C1(OC)C=CC=CC=1. Product: [Cl:8][C:9]1[C:10]([N:42]2[CH2:50][C@H:49]3[C@H:44]([NH:45][CH2:46][CH2:47][CH2:48]3)[CH2:43]2)=[CH:11][C:12]([C:40]#[N:41])=[CH:13][C:14]=1[NH:15][C:16]1[N:21]=[C:20]([NH:22][CH:32]2[CH2:33][CH2:34]2)[C:19]2=[N:35][CH:36]=[C:37]([C:38]#[N:39])[N:18]2[N:17]=1. The catalyst class is: 26. (3) Reactant: [CH2:1]([O:3][C:4]([CH:6]1[CH2:11][N:10]([CH2:12][CH2:13][CH2:14][C:15]([OH:17])=[O:16])[C:9]2[CH:18]=[CH:19][CH:20]=[C:21](/[CH:22]=[CH:23]/[C:24]3[CH:29]=[CH:28][C:27]([O:30][CH2:31][CH2:32][CH2:33][CH2:34][C:35]4[CH:40]=[CH:39][CH:38]=[CH:37][CH:36]=4)=[CH:26][CH:25]=3)[C:8]=2[O:7]1)=[O:5])[CH3:2].C(=O)([O-])[O-].[K+].[K+].[CH2:47](I)[CH3:48].O. Product: [CH2:47]([O:16][C:15](=[O:17])[CH2:14][CH2:13][CH2:12][N:10]1[C:9]2[CH:18]=[CH:19][CH:20]=[C:21](/[CH:22]=[CH:23]/[C:24]3[CH:29]=[CH:28][C:27]([O:30][CH2:31][CH2:32][CH2:33][CH2:34][C:35]4[CH:36]=[CH:37][CH:38]=[CH:39][CH:40]=4)=[CH:26][CH:25]=3)[C:8]=2[O:7][CH:6]([C:4]([O:3][CH2:1][CH3:2])=[O:5])[CH2:11]1)[CH3:48]. The catalyst class is: 9.